From a dataset of Catalyst prediction with 721,799 reactions and 888 catalyst types from USPTO. Predict which catalyst facilitates the given reaction. (1) Reactant: [Br:1][C:2]1[CH:10]=[C:9]2[C:5]([C:6]([CH3:11])=[N:7][NH:8]2)=[CH:4][CH:3]=1.O.C1(C)C=CC(S(O)(=O)=O)=CC=1.[O:24]1[CH:29]=[CH:28][CH2:27][CH2:26][CH2:25]1.S([O-])([O-])(=O)=O.[Mg+2]. Product: [Br:1][C:2]1[CH:10]=[C:9]2[C:5]([C:6]([CH3:11])=[N:7][N:8]2[CH:25]2[CH2:26][CH2:27][CH2:28][CH2:29][O:24]2)=[CH:4][CH:3]=1. The catalyst class is: 7. (2) Reactant: [Cl-].[Mg+2].[Cl-].[C:4]([OH:10])(=[O:9])[CH2:5][C:6]([OH:8])=[O:7].[CH2:11]([K])[CH3:12].C(N1C=CN=C1)(N1[CH:20]=[CH:19]N=C1)=O.[CH3:26][C:27]([CH3:44])([CH3:43])[CH2:28][CH2:29][CH:30]1[CH2:35][CH:34]([C:36]([OH:38])=O)[CH2:33][CH2:32][N:31]1[C:39]([O:41][CH3:42])=[O:40]. Product: [CH3:44][C:27]([CH3:26])([CH3:43])[CH2:28][CH2:29][C@H:30]1[CH2:35][C@H:34]([C:6](=[O:8])[CH2:5][C:4]([O:10][CH2:11][CH3:12])=[O:9])[CH2:33][CH2:32][N:31]1[C:39]([O:41][CH3:42])=[O:40].[CH3:43][C:27]([CH3:26])([CH3:44])[CH2:28][CH2:29][C@H:30]1[CH2:35][C@@H:34]([C:36](=[O:38])[CH2:5][C:6]([O:8][CH2:19][CH3:20])=[O:7])[CH2:33][CH2:32][N:31]1[C:39]([O:41][CH3:42])=[O:40]. The catalyst class is: 1. (3) Reactant: Br[C:2]1[CH:3]=[C:4]2[C:9](=[CH:10][CH:11]=1)[N:8]=[C:7]([Cl:12])[N:6]=[C:5]2[NH:13][CH:14]1[CH2:19][CH2:18][N:17]([C:20]([O:22][C:23]([CH3:26])([CH3:25])[CH3:24])=[O:21])[CH2:16][CH2:15]1.[Li+].C[Si]([N-][Si](C)(C)C)(C)C.[Li]CCCC.[Cl:42][C:43]1[CH:48]=[CH:47][C:46]([C:49]([C:51]2[CH:56]=[CH:55][C:54]([Cl:57])=[CH:53][CH:52]=2)=[O:50])=[CH:45][CH:44]=1. Product: [Cl:42][C:43]1[CH:48]=[CH:47][C:46]([C:49]([C:51]2[CH:56]=[CH:55][C:54]([Cl:57])=[CH:53][CH:52]=2)([OH:50])[C:2]2[CH:3]=[C:4]3[C:9](=[CH:10][CH:11]=2)[N:8]=[C:7]([Cl:12])[N:6]=[C:5]3[NH:13][CH:14]2[CH2:15][CH2:16][N:17]([C:20]([O:22][C:23]([CH3:26])([CH3:25])[CH3:24])=[O:21])[CH2:18][CH2:19]2)=[CH:45][CH:44]=1. The catalyst class is: 7. (4) Reactant: [Br:1][C:2]1[NH:11][C:5]2[N:6]=[CH:7][N:8]=[C:9](Cl)[C:4]=2[CH:3]=1.[OH:12][C:13]1[CH:14]=[C:15]([CH:17]=[CH:18][C:19]=1[CH3:20])[NH2:16].C(N(C(C)C)CC)(C)C. Product: [Br:1][C:2]1[NH:11][C:5]2[N:6]=[CH:7][N:8]=[C:9]([NH:16][C:15]3[CH:17]=[CH:18][C:19]([CH3:20])=[C:13]([OH:12])[CH:14]=3)[C:4]=2[CH:3]=1. The catalyst class is: 51.